Dataset: Retrosynthesis with 50K atom-mapped reactions and 10 reaction types from USPTO. Task: Predict the reactants needed to synthesize the given product. (1) Given the product O=C(O)c1ccc2[nH]nc(-c3ccccc3F)c2c1, predict the reactants needed to synthesize it. The reactants are: COC(=O)c1ccc2[nH]nc(-c3ccccc3F)c2c1. (2) Given the product CON(C)C(=O)c1cnc(-c2ccccc2)nc1, predict the reactants needed to synthesize it. The reactants are: CNOC.O=C(O)c1cnc(-c2ccccc2)nc1. (3) Given the product N#CCC1COc2ccccc2O1, predict the reactants needed to synthesize it. The reactants are: BrCC1COc2ccccc2O1.[C-]#N. (4) Given the product C[C@@H](CCCO)CO[Si](C)(C)C(C)(C)C, predict the reactants needed to synthesize it. The reactants are: C[C@@H](CCCOCc1ccccc1)CO[Si](C)(C)C(C)(C)C. (5) Given the product O=C1OC2(CCN(C(=O)c3cn(C(=O)N4CCCCC4)c4cc(Cl)ccc34)CC2)c2ccccc21, predict the reactants needed to synthesize it. The reactants are: O=C(Cl)N1CCCCC1.O=C1OC2(CCN(C(=O)c3c[nH]c4cc(Cl)ccc34)CC2)c2ccccc21. (6) Given the product N#Cc1ccc(-n2nc(C(F)(F)F)c3c(C(=O)O)cccc32)cc1N[C@H]1CC[C@H](O)CC1, predict the reactants needed to synthesize it. The reactants are: COC(=O)c1cccc2c1c(C(F)(F)F)nn2-c1ccc(C#N)c(N[C@H]2CC[C@H](O)CC2)c1. (7) Given the product NCCS(=O)(=O)c1ccccc1, predict the reactants needed to synthesize it. The reactants are: CC(C)(C)OC(=O)NCCS(=O)(=O)c1ccccc1. (8) Given the product CCOC(=O)c1c[nH]c2c(-c3ccc(OC)cc3OCC3CC3)ncnc12, predict the reactants needed to synthesize it. The reactants are: CCOC(=O)c1c[nH]c2c(Cl)ncnc12.COc1ccc(B2OC(C)(C)C(C)(C)O2)c(OCC2CC2)c1. (9) Given the product O=c1cc(OCc2ccc(Cl)cc2)cnn1C1CCCCO1, predict the reactants needed to synthesize it. The reactants are: Clc1ccc(CBr)cc1.O=c1cc(O)cnn1C1CCCCO1.